This data is from Forward reaction prediction with 1.9M reactions from USPTO patents (1976-2016). The task is: Predict the product of the given reaction. (1) Given the reactants [C:1]([C:3]1[CH:8]=[CH:7][C:6]([CH:9]([O:28][C:29]2[CH:34]=[CH:33][C:32]([O:35][CH3:36])=[C:31]([O:37][CH3:38])[CH:30]=2)[CH2:10][CH2:11][CH2:12][N:13]2[CH2:17][CH:16]3[CH2:18][N:19](C(OC(C)(C)C)=O)[CH2:20][CH:15]3[CH2:14]2)=[CH:5][CH:4]=1)#[N:2].Cl, predict the reaction product. The product is: [CH3:38][O:37][C:31]1[CH:30]=[C:29]([CH:34]=[CH:33][C:32]=1[O:35][CH3:36])[O:28][CH:9]([C:6]1[CH:7]=[CH:8][C:3]([C:1]#[N:2])=[CH:4][CH:5]=1)[CH2:10][CH2:11][CH2:12][N:13]1[CH2:17][CH:16]2[CH:15]([CH2:20][NH:19][CH2:18]2)[CH2:14]1. (2) Given the reactants [OH:1][B:2]1[C@@H:7]([NH:8][C:9](=[O:17])[CH2:10][CH2:11][C:12]2[S:16][CH:15]=[N:14][CH:13]=2)[CH2:6][C:5]2[CH:18]=[CH:19][CH:20]=[C:21]([C:22]([OH:24])=[O:23])[C:4]=2[O:3]1.[CH3:25][O:26][CH2:27][CH2:28]O, predict the reaction product. The product is: [CH3:25][O:26][CH2:27][CH2:28][O:23][C:22]([C:21]1[C:4]2[O:3][B:2]([OH:1])[C@@H:7]([NH:8][C:9](=[O:17])[CH2:10][CH2:11][C:12]3[S:16][CH:15]=[N:14][CH:13]=3)[CH2:6][C:5]=2[CH:18]=[CH:19][CH:20]=1)=[O:24]. (3) Given the reactants C([O:14][C:15]([C:17]1([O:20]/[N:21]=[C:22](/[C:42]2[N:43]=[C:44]([NH:47]C(OC(C)(C)C)=O)[S:45][CH:46]=2)\[C:23]([NH:25][C@H:26]2[C@@H:29]([CH2:30][N:31]3[CH2:35][CH2:34][O:33][C:32]3=[O:36])[N:28]([S:37]([OH:40])(=[O:39])=[O:38])[C:27]2=[O:41])=[O:24])[CH2:19][CH2:18]1)=[O:16])(C1C=CC=CC=1)C1C=CC=CC=1.C(O)(C(F)(F)F)=O, predict the reaction product. The product is: [NH2:47][C:44]1[S:45][CH:46]=[C:42](/[C:22](=[N:21]/[O:20][C:17]2([C:15]([OH:16])=[O:14])[CH2:18][CH2:19]2)/[C:23](=[O:24])[NH:25][C@H:26]2[C@@H:29]([CH2:30][N:31]3[CH2:35][CH2:34][O:33][C:32]3=[O:36])[N:28]([S:37]([OH:40])(=[O:39])=[O:38])[C:27]2=[O:41])[N:43]=1. (4) Given the reactants Cl[C:2]1[C:7]([C:8]([O:10][CH2:11][CH3:12])=[O:9])=[CH:6][N:5]=[C:4]2[N:13]([CH2:16][CH3:17])[N:14]=[CH:15][C:3]=12.[CH:18]1([NH2:23])[CH2:22][CH2:21][CH2:20][CH2:19]1.C(N(CC)CC)C, predict the reaction product. The product is: [CH:18]1([NH:23][C:2]2[C:7]([C:8]([O:10][CH2:11][CH3:12])=[O:9])=[CH:6][N:5]=[C:4]3[N:13]([CH2:16][CH3:17])[N:14]=[CH:15][C:3]=23)[CH2:22][CH2:21][CH2:20][CH2:19]1. (5) Given the reactants [Cl:1][C:2]1[CH:15]=[C:14]([CH:16]=[CH2:17])[CH:13]=[CH:12][C:3]=1[CH2:4][NH:5][C:6]1[CH:11]=[CH:10][CH:9]=[CH:8][N:7]=1.Br[CH:19]([C:24]1[CH:25]=[C:26]([Cl:32])[C:27]([Cl:31])=[C:28]([Cl:30])[CH:29]=1)[C:20]([F:23])([F:22])[F:21].N1C=CC=CC=1C1C=CC=CN=1, predict the reaction product. The product is: [Cl:1][C:2]1[CH:15]=[C:14](/[CH:16]=[CH:17]/[CH:19]([C:24]2[CH:25]=[C:26]([Cl:32])[C:27]([Cl:31])=[C:28]([Cl:30])[CH:29]=2)[C:20]([F:22])([F:21])[F:23])[CH:13]=[CH:12][C:3]=1[CH2:4][NH:5][C:6]1[CH:11]=[CH:10][CH:9]=[CH:8][N:7]=1. (6) Given the reactants F[C:2]1C=CC=C(F)C=1C(NC1C(C(O)=O)=NNC=1)=O.[NH2:20][C:21]1[C:30]([NH2:31])=[CH:29][CH:28]=[CH:27][C:22]=1[C:23]([O:25][CH3:26])=[O:24].C(Cl)CCl.C1C=CC2N(O)N=NC=2C=1, predict the reaction product. The product is: [CH3:26][O:25][C:23]([C:22]1[C:21]2[N:20]=[CH:2][NH:31][C:30]=2[CH:29]=[CH:28][CH:27]=1)=[O:24]. (7) Given the reactants [C:1]([NH:9][CH2:10][C:11](=O)[CH2:12][C:13]1[CH:18]=[C:17]([Br:19])[CH:16]=[CH:15][C:14]=1[Cl:20])(=O)[C:2]1[CH:7]=[CH:6][CH:5]=[CH:4][CH:3]=1.COC1C=CC(P2(SP(C3C=CC(OC)=CC=3)(=S)S2)=[S:31])=CC=1, predict the reaction product. The product is: [Br:19][C:17]1[CH:16]=[CH:15][C:14]([Cl:20])=[C:13]([CH2:12][C:11]2[S:31][C:1]([C:2]3[CH:7]=[CH:6][CH:5]=[CH:4][CH:3]=3)=[N:9][CH:10]=2)[CH:18]=1.